From a dataset of Full USPTO retrosynthesis dataset with 1.9M reactions from patents (1976-2016). Predict the reactants needed to synthesize the given product. (1) The reactants are: [Br:1][C:2]1[C:3]([F:16])=[C:4]([NH:8]C(=O)OC(C)(C)C)[CH:5]=[CH:6][CH:7]=1.Cl.CCOC(C)=O.[N:24]([O-])=O.[Na+].[CH3:28][O:29][CH2:30][C:31](=[O:37])[CH2:32][C:33]([O:35][CH3:36])=[O:34].CC([O-])=O.[Na+]. Given the product [Br:1][C:2]1[C:3]([F:16])=[C:4]([NH:8][N:24]=[C:32]([C:31](=[O:37])[CH2:30][O:29][CH3:28])[C:33]([O:35][CH3:36])=[O:34])[CH:5]=[CH:6][CH:7]=1, predict the reactants needed to synthesize it. (2) The reactants are: [Br:1][C:2]1[N:3]=[C:4]([C:12]#[C:13][Si](C)(C)C)[C:5]([NH:8]C(=O)C)=[N:6][CH:7]=1.[F-].C([N+](CCCC)(CCCC)CCCC)CCC. Given the product [Br:1][C:2]1[N:3]=[C:4]2[CH:12]=[CH:13][NH:8][C:5]2=[N:6][CH:7]=1, predict the reactants needed to synthesize it. (3) Given the product [NH:25]1[C:33]2[C:28](=[CH:29][CH:30]=[CH:31][CH:32]=2)[C:27]([CH:34]=[CH:35][C:36]([NH:39][C:40]2[CH:41]=[C:42]([CH:48]=[CH:49][C:50]=2[OH:51])[C:43]([N:45]([CH3:47])[CH3:46])=[O:44])=[O:38])=[CH:26]1, predict the reactants needed to synthesize it. The reactants are: C1CCC(N=C=NC2CCCCC2)CC1.CCN(C(C)C)C(C)C.[NH:25]1[C:33]2[C:28](=[CH:29][CH:30]=[CH:31][CH:32]=2)[C:27](/[CH:34]=[CH:35]/[C:36]([OH:38])=O)=[CH:26]1.[NH2:39][C:40]1[CH:41]=[C:42]([CH:48]=[CH:49][C:50]=1[OH:51])[C:43]([N:45]([CH3:47])[CH3:46])=[O:44]. (4) Given the product [Si:18]([O:17][CH2:16][CH2:15][CH2:14][N:10]1[N:11]=[N:12][C:8]([C:6]2[CH:5]=[N:4][CH:3]=[C:2]([I:1])[CH:7]=2)=[N:9]1)([C:21]([CH3:22])([CH3:23])[CH3:24])([CH3:20])[CH3:19], predict the reactants needed to synthesize it. The reactants are: [I:1][C:2]1[CH:3]=[N:4][CH:5]=[C:6]([C:8]2[N:9]=[N:10][NH:11][N:12]=2)[CH:7]=1.Br[CH2:14][CH2:15][CH2:16][O:17][Si:18]([C:21]([CH3:24])([CH3:23])[CH3:22])([CH3:20])[CH3:19].C(=O)([O-])[O-].[K+].[K+].